Dataset: CYP2D6 inhibition data for predicting drug metabolism from PubChem BioAssay. Task: Regression/Classification. Given a drug SMILES string, predict its absorption, distribution, metabolism, or excretion properties. Task type varies by dataset: regression for continuous measurements (e.g., permeability, clearance, half-life) or binary classification for categorical outcomes (e.g., BBB penetration, CYP inhibition). Dataset: cyp2d6_veith. (1) The molecule is COC(=O)c1cc(OC)c(OC)cc1NC(=O)CSc1ccccc1. The result is 0 (non-inhibitor). (2) The compound is CCCCCN1CC(O)=C(c2nc(-c3ccc(Cl)cc3)cs2)C1=N. The result is 0 (non-inhibitor). (3) The compound is Cc1cc(Cl)ccc1Nc1sc(C(=O)c2cc3cc(Cl)ccc3o2)c(N)c1C#N. The result is 1 (inhibitor). (4) The result is 1 (inhibitor). The compound is CN(C)C(=O)Oc1cc(OC(=O)N(C)C)cc([C@@H](O)CNC(C)(C)C)c1. (5) The drug is C[C@@H](C(=O)N[C@@H](CO)Cc1ccccc1)[C@H]1C[C@]1(C)[C@H](NC(=O)OCc1ccccc1)c1ccccc1. The result is 1 (inhibitor). (6) The drug is Clc1ccc([C@H](Cn2ccnc2)OCc2c(Cl)cccc2Cl)c(Cl)c1. The result is 1 (inhibitor). (7) The molecule is OCCSCc1cc(Cl)cc(Cl)c1O. The result is 0 (non-inhibitor).